Dataset: Full USPTO retrosynthesis dataset with 1.9M reactions from patents (1976-2016). Task: Predict the reactants needed to synthesize the given product. (1) Given the product [Cl:1][C:2]1[CH:7]=[C:6]([O:8][C:9]2[C:18]3[C:13](=[CH:14][C:15]([O:21][CH2:36][CH2:37][CH2:38][OH:39])=[C:16]([O:19][CH3:20])[CH:17]=3)[N:12]=[CH:11][CH:10]=2)[CH:5]=[CH:4][C:3]=1[NH:22][C:23]([NH:25][CH2:26][CH2:27][CH3:28])=[O:24], predict the reactants needed to synthesize it. The reactants are: [Cl:1][C:2]1[CH:7]=[C:6]([O:8][C:9]2[C:18]3[C:13](=[CH:14][C:15]([OH:21])=[C:16]([O:19][CH3:20])[CH:17]=3)[N:12]=[CH:11][CH:10]=2)[CH:5]=[CH:4][C:3]=1[NH:22][C:23]([NH:25][CH2:26][CH2:27][CH3:28])=[O:24].C(=O)([O-])[O-].[K+].[K+].Br[CH2:36][CH2:37][CH2:38][OH:39].O. (2) Given the product [F:23][C:22]([F:25])([F:24])[C:21]([NH:20][CH2:17]/[CH:18]=[CH:19]/[C:2]1[CH:16]=[CH:15][CH:14]=[C:4]([CH2:5][CH2:6][C:7]2([OH:13])[CH2:12][CH2:11][CH2:10][CH2:9][CH2:8]2)[CH:3]=1)=[O:26], predict the reactants needed to synthesize it. The reactants are: Br[C:2]1[CH:3]=[C:4]([CH:14]=[CH:15][CH:16]=1)[CH2:5][CH2:6][C:7]1([OH:13])[CH2:12][CH2:11][CH2:10][CH2:9][CH2:8]1.[CH2:17]([NH:20][C:21](=[O:26])[C:22]([F:25])([F:24])[F:23])[CH:18]=[CH2:19]. (3) Given the product [C:18]1([C:10]2[C:4]3[C:5](=[CH:6][N:7]=[C:2]([C:34]4[CH:33]=[N:32][CH:37]=[CH:36][CH:35]=4)[CH:3]=3)[N:8]([CH:12]3[CH2:17][CH2:16][CH2:15][CH2:14][O:13]3)[N:9]=2)[CH2:22][CH2:21][CH2:20][CH:19]=1, predict the reactants needed to synthesize it. The reactants are: Br[C:2]1[CH:3]=[C:4]2[C:10](I)=[N:9][N:8]([CH:12]3[CH2:17][CH2:16][CH2:15][CH2:14][O:13]3)[C:5]2=[CH:6][N:7]=1.[C:18]1(B2OC(C)(C)C(C)(C)O2)[CH2:22][CH2:21][CH2:20][CH:19]=1.[N:32]1[CH:37]=[CH:36][CH:35]=[C:34](B2OC(C)(C)C(C)(C)O2)[CH:33]=1. (4) Given the product [CH3:29][N:3]1[C:4]([C:8]2[CH:13]=[CH:12][N:11]3[CH:14]=[C:15]([NH:17][C:18]([NH:20][CH2:21][CH3:22])=[O:19])[N:16]=[C:10]3[CH:9]=2)=[N:5][C:6]([CH3:7])=[N:2]1, predict the reactants needed to synthesize it. The reactants are: C[N:2]1[C:6]([CH3:7])=[N:5][C:4]([C:8]2[CH:13]=[CH:12][N:11]3[CH:14]=[C:15]([NH:17][C:18]([NH:20][CH2:21][CH3:22])=[O:19])[N:16]=[C:10]3[CH:9]=2)=[N:3]1.Cl.N([O-])=O.[Na+].N[C:29](N)=O.C(=O)(O)[O-].[Na+]. (5) The reactants are: N[C@H:2]([C:6]1C=CC=CC=1)[C@@H:3]([OH:5])[CH3:4].Br[C:13]1[CH:14]=[CH:15][C:16]2[O:17][CH2:18][C:19](=[O:23])[NH:20][C:21]=2[N:22]=1. Given the product [CH2:15]([C@H:16]1[CH2:21][N:20]([C:13]2[CH:14]=[CH:15][C:16]3[O:17][CH2:18][C:19](=[O:23])[NH:20][C:21]=3[N:22]=2)[CH2:4][C@@H:3]([CH2:2][CH3:6])[O:5]1)[CH3:14], predict the reactants needed to synthesize it. (6) Given the product [CH3:8][C:4]([CH3:7])([CH2:5][CH3:6])[C:3](=[O:9])[C:2]([N:10]1[CH2:14][CH2:13][CH2:12][C@H:11]1[C:15]([O:17][CH2:18][CH2:19][C:20]1[CH:25]=[CH:24][CH:23]=[CH:22][CH:21]=1)=[O:16])=[O:1], predict the reactants needed to synthesize it. The reactants are: [O:1]=[C:2]([N:10]1[CH2:14][CH2:13][CH2:12][C@H:11]1[C:15]([OH:17])=[O:16])[C:3](=[O:9])[C:4]([CH3:8])([CH3:7])[CH2:5][CH3:6].[CH2:18](O)[CH2:19][C:20]1[CH:25]=[CH:24][CH:23]=[CH:22][CH:21]=1.C1(N=C=NC2CCCCC2)CCCCC1.C12(CS(O)(=O)=O)C(C)(C)C(CC1)CC2=O. (7) Given the product [C:1]([O:5][C:6](=[O:22])[NH:7][C:8]1[CH:13]=[C:12]([N:14]([CH3:16])[CH3:15])[C:11]([C:17]([F:20])([F:19])[F:18])=[CH:10][C:9]=1[NH:21][C:28](=[O:27])[CH2:29][C:30]([C:32]1[CH:37]=[CH:36][CH:35]=[C:34]([C:38]2[N:39]=[N:40][C:41]([O:44][CH3:45])=[CH:42][CH:43]=2)[CH:33]=1)=[O:31])([CH3:4])([CH3:2])[CH3:3], predict the reactants needed to synthesize it. The reactants are: [C:1]([O:5][C:6](=[O:22])[NH:7][C:8]1[CH:13]=[C:12]([N:14]([CH3:16])[CH3:15])[C:11]([C:17]([F:20])([F:19])[F:18])=[CH:10][C:9]=1[NH2:21])([CH3:4])([CH3:3])[CH3:2].C([O:27][C:28](=O)[CH2:29][C:30]([C:32]1[CH:37]=[CH:36][CH:35]=[C:34]([C:38]2[N:39]=[N:40][C:41]([O:44][CH3:45])=[CH:42][CH:43]=2)[CH:33]=1)=[O:31])(C)(C)C. (8) Given the product [Cl:8][C:7]1[C:2]([Cl:1])=[C:3]([F:10])[CH:4]=[CH:5][C:6]=1[C:9]([OH:12])=[O:27], predict the reactants needed to synthesize it. The reactants are: [Cl:1][C:2]1[C:7]([Cl:8])=[C:6]([CH3:9])[CH:5]=[CH:4][C:3]=1[F:10].[Cr](O[Cr]([O-])(=O)=O)([O-])(=O)=[O:12].[K+].[K+].S(=O)(=O)(O)O.[OH2:27].